From a dataset of Reaction yield outcomes from USPTO patents with 853,638 reactions. Predict the reaction yield, written as a fraction of the theoretical maximum amount of product (1.0 means a 100% yield; for example, 0.34 means a 34% yield). (1) The reactants are C([Cl:4])(=O)C.C(OC(=O)[NH:11][C:12]1[CH:17]=[CH:16][CH:15]=[C:14]([N:18]([CH3:26])[CH:19]2[CH2:24][CH2:23][N:22]([CH3:25])[CH2:21][CH2:20]2)[CH:13]=1)(C)(C)C. The catalyst is CO. The product is [ClH:4].[ClH:4].[ClH:4].[CH3:25][N:22]1[CH2:21][CH2:20][CH:19]([N:18]([C:14]2[CH:15]=[CH:16][CH:17]=[C:12]([NH2:11])[CH:13]=2)[CH3:26])[CH2:24][CH2:23]1. The yield is 0.660. (2) The reactants are Cl[C:2]1[C:11]2[N:10]=[CH:9][CH:8]=[CH:7][C:6]=2[C:5]2[CH:12]=[CH:13][C:14]([Cl:16])=[CH:15][C:4]=2[N:3]=1.[CH3:17][N:18]1[CH2:23][CH2:22][NH:21][CH2:20][CH2:19]1.C([O-])(O)=O.[Na+]. The catalyst is C1COCC1. The product is [Cl:16][C:14]1[CH:13]=[CH:12][C:5]2[C:6]3[CH:7]=[CH:8][CH:9]=[N:10][C:11]=3[C:2]([N:21]3[CH2:22][CH2:23][N:18]([CH3:17])[CH2:19][CH2:20]3)=[N:3][C:4]=2[CH:15]=1. The yield is 0.860. (3) The product is [C:5]([O:9][C:10]([N:12]1[CH2:13][CH2:14][C:15]2([C:25]3[C:20](=[CH:21][CH:22]=[C:23]([Cl:26])[CH:24]=3)[N:19]([C:1](=[O:3])[CH3:2])[CH2:18]2)[CH2:16][CH2:17]1)=[O:11])([CH3:8])([CH3:6])[CH3:7]. The reactants are [C:1](Cl)(=[O:3])[CH3:2].[C:5]([O:9][C:10]([N:12]1[CH2:17][CH2:16][C:15]2([C:25]3[C:20](=[CH:21][CH:22]=[C:23]([Cl:26])[CH:24]=3)[NH:19][CH2:18]2)[CH2:14][CH2:13]1)=[O:11])([CH3:8])([CH3:7])[CH3:6].C(N(CC)CC)C. The catalyst is ClCCl. The yield is 0.870. (4) The reactants are [Br:1][C:2]1[CH:7]=[CH:6][N:5]=[C:4]([Cl:8])[CH:3]=1.C([N-]C(C)C)(C)C.[Li+].CN([CH:20]=[O:21])C. The catalyst is O1CCCC1. The product is [Br:1][C:2]1[C:3]([CH:20]=[O:21])=[C:4]([Cl:8])[N:5]=[CH:6][CH:7]=1. The yield is 0.290. (5) No catalyst specified. The product is [CH3:4][CH2:3][CH2:2][CH2:1][C:5]1[CH:6]=[CH:7][C:8]([C:11]([O:13][CH3:18])=[O:12])=[N:9][CH:10]=1. The yield is 0.830. The reactants are [CH2:1]([C:5]1[CH:6]=[CH:7][C:8]([C:11]([OH:13])=[O:12])=[N:9][CH:10]=1)[CH2:2][CH2:3][CH3:4].O=S(Cl)Cl.[CH3:18]O.